This data is from NCI-60 drug combinations with 297,098 pairs across 59 cell lines. The task is: Regression. Given two drug SMILES strings and cell line genomic features, predict the synergy score measuring deviation from expected non-interaction effect. (1) Drug 1: CC(C)NC(=O)C1=CC=C(C=C1)CNNC.Cl. Drug 2: CC(C)CN1C=NC2=C1C3=CC=CC=C3N=C2N. Cell line: OVCAR3. Synergy scores: CSS=-40.9, Synergy_ZIP=22.6, Synergy_Bliss=9.06, Synergy_Loewe=-35.7, Synergy_HSA=-35.7. (2) Drug 1: CC1=CC=C(C=C1)C2=CC(=NN2C3=CC=C(C=C3)S(=O)(=O)N)C(F)(F)F. Cell line: NCI-H460. Drug 2: C1=CN(C(=O)N=C1N)C2C(C(C(O2)CO)O)O.Cl. Synergy scores: CSS=15.7, Synergy_ZIP=-0.706, Synergy_Bliss=-1.93, Synergy_Loewe=-39.9, Synergy_HSA=-1.75. (3) Cell line: SF-268. Synergy scores: CSS=33.3, Synergy_ZIP=-3.35, Synergy_Bliss=4.03, Synergy_Loewe=-8.54, Synergy_HSA=2.66. Drug 2: CCC1(C2=C(COC1=O)C(=O)N3CC4=CC5=C(C=CC(=C5CN(C)C)O)N=C4C3=C2)O.Cl. Drug 1: C1CC(C1)(C(=O)O)C(=O)O.[NH2-].[NH2-].[Pt+2]. (4) Cell line: NCI-H322M. Drug 1: CC12CCC3C(C1CCC2=O)CC(=C)C4=CC(=O)C=CC34C. Drug 2: CCC1=C2CN3C(=CC4=C(C3=O)COC(=O)C4(CC)O)C2=NC5=C1C=C(C=C5)O. Synergy scores: CSS=32.9, Synergy_ZIP=0.920, Synergy_Bliss=2.45, Synergy_Loewe=-0.200, Synergy_HSA=3.24. (5) Drug 1: C1CC(=O)NC(=O)C1N2CC3=C(C2=O)C=CC=C3N. Drug 2: N.N.Cl[Pt+2]Cl. Cell line: HT29. Synergy scores: CSS=11.3, Synergy_ZIP=1.14, Synergy_Bliss=4.39, Synergy_Loewe=5.10, Synergy_HSA=3.23. (6) Drug 1: CC12CCC3C(C1CCC2O)C(CC4=C3C=CC(=C4)O)CCCCCCCCCS(=O)CCCC(C(F)(F)F)(F)F. Drug 2: CS(=O)(=O)OCCCCOS(=O)(=O)C. Cell line: BT-549. Synergy scores: CSS=5.05, Synergy_ZIP=-1.64, Synergy_Bliss=0.253, Synergy_Loewe=0.352, Synergy_HSA=-0.614. (7) Drug 1: CN1C2=C(C=C(C=C2)N(CCCl)CCCl)N=C1CCCC(=O)O.Cl. Synergy scores: CSS=7.53, Synergy_ZIP=-2.35, Synergy_Bliss=-0.744, Synergy_Loewe=-35.4, Synergy_HSA=-1.09. Drug 2: CN(C(=O)NC(C=O)C(C(C(CO)O)O)O)N=O. Cell line: NCI-H522. (8) Drug 1: CC(C1=C(C=CC(=C1Cl)F)Cl)OC2=C(N=CC(=C2)C3=CN(N=C3)C4CCNCC4)N. Drug 2: CC(C)CN1C=NC2=C1C3=CC=CC=C3N=C2N. Cell line: NCI-H460. Synergy scores: CSS=13.3, Synergy_ZIP=3.95, Synergy_Bliss=9.99, Synergy_Loewe=7.00, Synergy_HSA=9.31.